From a dataset of Peptide-MHC class I binding affinity with 185,985 pairs from IEDB/IMGT. Regression. Given a peptide amino acid sequence and an MHC pseudo amino acid sequence, predict their binding affinity value. This is MHC class I binding data. (1) The peptide sequence is CTSHGKQNV. The MHC is HLA-A30:02 with pseudo-sequence HLA-A30:02. The binding affinity (normalized) is 0. (2) The peptide sequence is VSANVKGNW. The MHC is HLA-B15:01 with pseudo-sequence HLA-B15:01. The binding affinity (normalized) is 0.0847. (3) The peptide sequence is FSDVSHWWQ. The MHC is HLA-A02:06 with pseudo-sequence HLA-A02:06. The binding affinity (normalized) is 0.0847. (4) The peptide sequence is MGVQMQRFK. The MHC is HLA-A68:01 with pseudo-sequence HLA-A68:01. The binding affinity (normalized) is 0.414. (5) The peptide sequence is NMKPNFWSRI. The MHC is HLA-A02:02 with pseudo-sequence HLA-A02:02. The binding affinity (normalized) is 0.314. (6) The peptide sequence is FWKLVDRER. The MHC is HLA-A33:01 with pseudo-sequence HLA-A33:01. The binding affinity (normalized) is 0.649. (7) The peptide sequence is LAPVPKTPL. The MHC is H-2-Db with pseudo-sequence H-2-Db. The binding affinity (normalized) is 0.351.